From a dataset of Reaction yield outcomes from USPTO patents with 853,638 reactions. Predict the reaction yield, written as a fraction of the theoretical maximum amount of product (1.0 means a 100% yield; for example, 0.34 means a 34% yield). (1) The reactants are ClC(Cl)(O[C:5](=[O:11])OC(Cl)(Cl)Cl)Cl.[C:13]1([CH3:29])[CH:18]=[CH:17][CH:16]=[CH:15][C:14]=1[C@@H:19]1[NH:24][CH2:23][CH2:22][N:21]2[C:25](=[O:28])[CH2:26][CH2:27][C@@H:20]12.[CH:30]([C:33]1[CH:34]=[C:35]([C@H:43]([NH:45][CH3:46])[CH3:44])[CH:36]=[C:37]([C:39]([F:42])([F:41])[F:40])[CH:38]=1)([CH3:32])[CH3:31]. The catalyst is CCOC(C)=O.CN(C1C=CN=CC=1)C. The product is [CH:30]([C:33]1[CH:34]=[C:35]([C@H:43]([N:45]([CH3:46])[C:5]([N:24]2[CH2:23][CH2:22][N:21]3[C:25](=[O:28])[CH2:26][CH2:27][C@H:20]3[C@@H:19]2[C:14]2[CH:15]=[CH:16][CH:17]=[CH:18][C:13]=2[CH3:29])=[O:11])[CH3:44])[CH:36]=[C:37]([C:39]([F:40])([F:41])[F:42])[CH:38]=1)([CH3:32])[CH3:31]. The yield is 0.250. (2) The reactants are [F:1][C:2]1[CH:7]=[C:6]([C:8]2[N:12](O)[CH:11]=[N:10][C:9]=2[C:14]2[CH:15]=[N:16][CH:17]=[CH:18][CH:19]=2)[CH:5]=[CH:4][N:3]=1.P(Cl)(Cl)([Cl:22])=O. The catalyst is C(Cl)(Cl)Cl. The product is [Cl:22][C:11]1[NH:12][C:8]([C:6]2[CH:5]=[CH:4][N:3]=[C:2]([F:1])[CH:7]=2)=[C:9]([C:14]2[CH:15]=[N:16][CH:17]=[CH:18][CH:19]=2)[N:10]=1. The yield is 0.520. (3) The reactants are Br[C:2]1[CH:3]=[N:4][CH:5]=[C:6]([Br:9])[C:7]=1[OH:8].C1([Mg]Br)C=CC=CC=1.[Li]CCCC.[CH:23](=[O:30])[C:24]1[CH:29]=[CH:28][CH:27]=[CH:26][CH:25]=1. The catalyst is C1COCC1. The product is [Br:9][C:6]1[CH:5]=[N:4][CH:3]=[C:2]([CH:23]([OH:30])[C:24]2[CH:29]=[CH:28][CH:27]=[CH:26][CH:25]=2)[C:7]=1[OH:8]. The yield is 0.910.